Predict which catalyst facilitates the given reaction. From a dataset of Catalyst prediction with 721,799 reactions and 888 catalyst types from USPTO. (1) Reactant: I[C:2]1[C:10]2[C:5](=[N:6][CH:7]=[C:8]([C:11]3[CH:12]=[C:13]([C:17]([N:19]4[CH2:24][CH2:23][O:22][CH2:21][CH2:20]4)=[O:18])[CH:14]=[CH:15][CH:16]=3)[CH:9]=2)[N:4]([S:25]([C:28]2[CH:34]=[CH:33][C:31]([CH3:32])=[CH:30][CH:29]=2)(=[O:27])=[O:26])[CH:3]=1.[F:35][C:36]1[CH:41]=[CH:40][CH:39]=[CH:38][C:37]=1B(O)O.ClCCl.C(=O)([O-])[O-].[Na+].[Na+]. Product: [F:35][C:36]1[CH:41]=[CH:40][CH:39]=[CH:38][C:37]=1[C:2]1[C:10]2[C:5](=[N:6][CH:7]=[C:8]([C:11]3[CH:12]=[C:13]([C:17]([N:19]4[CH2:24][CH2:23][O:22][CH2:21][CH2:20]4)=[O:18])[CH:14]=[CH:15][CH:16]=3)[CH:9]=2)[N:4]([S:25]([C:28]2[CH:34]=[CH:33][C:31]([CH3:32])=[CH:30][CH:29]=2)(=[O:27])=[O:26])[CH:3]=1. The catalyst class is: 47. (2) Reactant: [CH3:1][N:2]1[C:7]2[CH:8]=[CH:9][C:10]([NH:12][C:13](=[O:43])[CH2:14][N:15]3[CH:19]=[C:18]([O:20][C:21]4[C:30]5[C:25](=[CH:26][C:27]([O:33][CH2:34][CH2:35][O:36]C6CCCCO6)=[C:28]([O:31][CH3:32])[CH:29]=5)[N:24]=[CH:23][N:22]=4)[CH:17]=[N:16]3)=[CH:11][C:6]=2[O:5][CH2:4][CH2:3]1. Product: [CH3:1][N:2]1[C:7]2[CH:8]=[CH:9][C:10]([NH:12][C:13](=[O:43])[CH2:14][N:15]3[CH:19]=[C:18]([O:20][C:21]4[C:30]5[C:25](=[CH:26][C:27]([O:33][CH2:34][CH2:35][OH:36])=[C:28]([O:31][CH3:32])[CH:29]=5)[N:24]=[CH:23][N:22]=4)[CH:17]=[N:16]3)=[CH:11][C:6]=2[O:5][CH2:4][CH2:3]1. The catalyst class is: 15. (3) Reactant: [C:1]1([CH2:7][CH2:8][CH2:9][CH2:10][CH2:11]O)[CH:6]=[CH:5][CH:4]=[CH:3][CH:2]=1.C1(N(Cl)C(=O)N(Cl)C(=O)[N:15]1Cl)=O.[CH3:25][C:26]1([CH3:35])[N:31]([O])C(C)(C)CC[CH2:27]1. Product: [C:26]([NH:31][N:15]=[CH:11][CH2:10][CH2:9][CH2:8][CH2:7][C:1]1[CH:6]=[CH:5][CH:4]=[CH:3][CH:2]=1)([CH3:35])([CH3:27])[CH3:25]. The catalyst class is: 4. (4) Reactant: [CH3:1][C:2]1[N:6]=[CH:5][N:4]([C:7]2[CH:12]=[CH:11][C:10]([N+:13]([O-:15])=[O:14])=[CH:9][C:8]=2[OH:16])[N:3]=1.C(=O)([O-])[O-].[Cs+].[Cs+].Br[CH2:24][CH2:25][CH2:26][CH:27]([NH:29][C:30](=[O:36])[O:31][C:32]([CH3:35])([CH3:34])[CH3:33])[CH3:28]. Product: [CH3:1][C:2]1[N:6]=[CH:5][N:4]([C:7]2[CH:12]=[CH:11][C:10]([N+:13]([O-:15])=[O:14])=[CH:9][C:8]=2[O:16][CH2:24][CH2:25][CH2:26][CH:27]([NH:29][C:30](=[O:36])[O:31][C:32]([CH3:33])([CH3:35])[CH3:34])[CH3:28])[N:3]=1. The catalyst class is: 3. (5) Reactant: [NH2:1][C:2]1[CH:3]=[C:4]([OH:9])[CH:5]=[CH:6][C:7]=1[CH3:8].C(=O)([O-])O.[Na+].[C:15]([C:17]1([C:20]2[CH:21]=[C:22]([CH:26]=[CH:27][CH:28]=2)[C:23](Cl)=[O:24])[CH2:19][CH2:18]1)#[N:16]. Product: [C:15]([C:17]1([C:20]2[CH:21]=[C:22]([CH:26]=[CH:27][CH:28]=2)[C:23]([NH:1][C:2]2[CH:3]=[C:4]([OH:9])[CH:5]=[CH:6][C:7]=2[CH3:8])=[O:24])[CH2:18][CH2:19]1)#[N:16]. The catalyst class is: 7. (6) Reactant: [CH2:1]([NH:8][CH2:9][C:10]1[CH:15]=[CH:14][CH:13]=[CH:12][CH:11]=1)[C:2]1[CH:7]=[CH:6][CH:5]=[CH:4][CH:3]=1.[Cl-].[Li+].[CH2:18]([C@H:20]1[O:22][CH2:21]1)[Cl:19]. Product: [Cl:19][CH2:18][C@@H:20]([OH:22])[CH2:21][N:8]([CH2:1][C:2]1[CH:7]=[CH:6][CH:5]=[CH:4][CH:3]=1)[CH2:9][C:10]1[CH:15]=[CH:14][CH:13]=[CH:12][CH:11]=1. The catalyst class is: 11. (7) Reactant: C(N(C(C)C)CC)(C)C.[Cl:10][C:11]1[CH:44]=[CH:43][C:14]([CH2:15][NH:16][C:17]([C:19]2[C:20](=[O:42])[C:21]3[CH:39]=[C:38]([CH2:40]Cl)[S:37][C:22]=3[N:23]([CH2:25][CH2:26][O:27][CH2:28][CH2:29][O:30][CH:31]3[CH2:36][CH2:35][CH2:34][CH2:33][O:32]3)[CH:24]=2)=[O:18])=[CH:13][CH:12]=1.[O:45]1[CH:49]=[CH:48][CH:47]=[C:46]1[C@H:50]([OH:54])[CH2:51][NH:52][CH3:53]. Product: [Cl:10][C:11]1[CH:44]=[CH:43][C:14]([CH2:15][NH:16][C:17]([C:19]2[C:20](=[O:42])[C:21]3[CH:39]=[C:38]([CH2:40][N:52]([CH2:51][C@H:50]([C:46]4[O:45][CH:49]=[CH:48][CH:47]=4)[OH:54])[CH3:53])[S:37][C:22]=3[N:23]([CH2:25][CH2:26][O:27][CH2:28][CH2:29][O:30][CH:31]3[CH2:36][CH2:35][CH2:34][CH2:33][O:32]3)[CH:24]=2)=[O:18])=[CH:13][CH:12]=1. The catalyst class is: 3. (8) Reactant: S(=O)(=O)(O)O.[Cl:6][C:7]1[CH:8]=[C:9]([CH:40]=[CH:41][C:42]=1[Cl:43])[CH2:10][C:11]1[C:12](=[O:39])[NH:13][C:14]([CH2:21][C:22]2[N:26](CC3C=CC(OC)=CC=3OC)[C:25](=[O:38])[NH:24][N:23]=2)=[N:15][C:16]=1[C:17]([F:20])([F:19])[F:18]. Product: [Cl:6][C:7]1[CH:8]=[C:9]([CH:40]=[CH:41][C:42]=1[Cl:43])[CH2:10][C:11]1[C:12](=[O:39])[NH:13][C:14]([CH2:21][C:22]2[NH:26][C:25](=[O:38])[NH:24][N:23]=2)=[N:15][C:16]=1[C:17]([F:20])([F:18])[F:19]. The catalyst class is: 86. (9) Reactant: [Br:1][C:2]1[CH:3]=[C:4]2[C:18](=[CH:19][CH:20]=1)[C:8]1[N:9]=[C:10]([C@@H:12]3[CH2:16][C@H:15]([CH3:17])[CH2:14][NH:13]3)[NH:11][C:7]=1[CH:6]=[CH:5]2.[CH3:21][O:22][C:23]([NH:25][C@@H:26]([CH:30]([CH3:32])[CH3:31])[C:27](O)=[O:28])=[O:24].CCN(C(C)C)C(C)C.CN(C(ON1N=NC2C=CC=NC1=2)=[N+](C)C)C.F[P-](F)(F)(F)(F)F. Product: [CH3:21][O:22][C:23](=[O:24])[NH:25][C@H:26]([C:27]([N:13]1[CH2:14][C@@H:15]([CH3:17])[CH2:16][C@H:12]1[C:10]1[NH:11][C:7]2[CH:6]=[CH:5][C:4]3[C:18](=[CH:19][CH:20]=[C:2]([Br:1])[CH:3]=3)[C:8]=2[N:9]=1)=[O:28])[CH:30]([CH3:32])[CH3:31]. The catalyst class is: 2.